From a dataset of Reaction yield outcomes from USPTO patents with 853,638 reactions. Predict the reaction yield, written as a fraction of the theoretical maximum amount of product (1.0 means a 100% yield; for example, 0.34 means a 34% yield). (1) The reactants are [CH2:1]([O:3][C:4](=[O:17])[C:5]([CH:7]1[CH2:12][CH2:11][C:10]([O:13][CH2:14][CH3:15])=[CH:9][C:8]1=O)=O)[CH3:2].[CH3:18][NH:19][NH2:20]. The catalyst is CCO.CC(O)=O. The product is [CH2:14]([O:13][C:10]1[CH2:11][CH2:12][C:7]2[C:5]([C:4]([O:3][CH2:1][CH3:2])=[O:17])=[N:20][N:19]([CH3:18])[C:8]=2[CH:9]=1)[CH3:15]. The yield is 0.950. (2) The reactants are [Cl:1][C:2]1[CH:7]=[C:6]([CH3:8])[C:5]([N+:9]([O-:11])=[O:10])=[CH:4][C:3]=1[N+:12]([O-:14])=[O:13].C[C:16]([N:18]([CH3:20])[CH3:19])=O.O. The catalyst is CN(C=O)C. The product is [Cl:1][C:2]1[C:3]([N+:12]([O-:14])=[O:13])=[CH:4][C:5]([N+:9]([O-:11])=[O:10])=[C:6](/[CH:8]=[CH:16]/[N:18]([CH3:20])[CH3:19])[CH:7]=1. The yield is 0.720. (3) The reactants are [F:1][C:2]1[CH:7]=[CH:6][CH:5]=[C:4]([F:8])[C:3]=1[C:9]1[CH:17]=[CH:16][CH:15]=[C:14]2[C:10]=1/[C:11](=[CH:19]/[C:20]1[NH:24][CH:23]=[C:22]([C:25](O)=[O:26])[C:21]=1[CH3:28])/[C:12](=[O:18])[NH:13]2.[N:29]1([CH2:34][C@@H:35]2[CH2:40][CH2:39][CH2:38][NH:37][CH2:36]2)[CH2:33][CH2:32][CH2:31][CH2:30]1.C1C=CC2N(O)N=NC=2C=1.C(Cl)CCl. The catalyst is C1COCC1. The product is [F:1][C:2]1[CH:7]=[CH:6][CH:5]=[C:4]([F:8])[C:3]=1[C:9]1[CH:17]=[CH:16][CH:15]=[C:14]2[C:10]=1/[C:11](=[CH:19]/[C:20]1[NH:24][CH:23]=[C:22]([C:25]([N:37]3[CH2:38][CH2:39][CH2:40][C@@H:35]([CH2:34][N:29]4[CH2:30][CH2:31][CH2:32][CH2:33]4)[CH2:36]3)=[O:26])[C:21]=1[CH3:28])/[C:12](=[O:18])[NH:13]2. The yield is 0.700. (4) The reactants are [Cl:1][C:2]1[CH:3]=[C:4]([CH:9]=[CH:10][C:11]=1[OH:12])[C:5]([O:7]C)=O.[CH2:13]([Mg]Br)[CH3:14].[CH2:17]1COC[CH2:18]1. The catalyst is C1COCC1. The product is [Cl:1][C:2]1[CH:3]=[C:4]([C:5]([OH:7])([CH2:13][CH3:14])[CH2:17][CH3:18])[CH:9]=[CH:10][C:11]=1[OH:12]. The yield is 0.990. (5) The reactants are C([O:8][C:9](=[O:36])[C@@H:10]([NH:20][C:21](=[O:35])[C@@H:22]([NH:24][S:25]([C:28]1[C:29]([CH3:34])=[CH:30][CH:31]=[CH:32][CH:33]=1)(=[O:27])=[O:26])[CH3:23])[CH2:11][C:12]1[CH:17]=[CH:16][C:15]([O:18][CH3:19])=[CH:14][CH:13]=1)C1C=CC=CC=1. The catalyst is CO.[OH-].[OH-].[Pd+2]. The product is [CH3:19][O:18][C:15]1[CH:14]=[CH:13][C:12]([CH2:11][C@H:10]([NH:20][C:21](=[O:35])[C@@H:22]([NH:24][S:25]([C:28]2[C:29]([CH3:34])=[CH:30][CH:31]=[CH:32][CH:33]=2)(=[O:27])=[O:26])[CH3:23])[C:9]([OH:36])=[O:8])=[CH:17][CH:16]=1. The yield is 0.950. (6) The reactants are Cl[C:2]1[CH:7]=[N:6][CH:5]=[C:4]([Cl:8])[N:3]=1.C(N(CC)CC)C.[CH2:16]1[C:24]2[C:19](=[CH:20][CH:21]=[CH:22][CH:23]=2)[C@@H:18]([NH2:25])[C@H:17]1[OH:26]. The catalyst is CCCCO. The product is [Cl:8][C:4]1[N:3]=[C:2]([NH:25][C@@H:18]2[C:19]3[C:24](=[CH:23][CH:22]=[CH:21][CH:20]=3)[CH2:16][C@@H:17]2[OH:26])[CH:7]=[N:6][CH:5]=1. The yield is 0.570. (7) The reactants are [C:1](=[O:4])([O-])[O-:2].[K+].[K+].[C:7]([C:9]1[CH:25]=[CH:24][C:12]2[CH2:13][CH2:14][N:15](C(=O)C(F)(F)F)[CH2:16][CH2:17][C:11]=2[C:10]=1[S:26][C:27](=[O:31])[N:28]([CH3:30])[CH3:29])#[N:8].O.C(Cl)Cl. The catalyst is CO. The product is [C:9]([O:2][C:1]([N:15]1[CH2:16][CH2:17][C:11]2[C:10]([S:26][C:27](=[O:31])[N:28]([CH3:29])[CH3:30])=[C:9]([C:7]#[N:8])[CH:25]=[CH:24][C:12]=2[CH2:13][CH2:14]1)=[O:4])([CH3:25])([CH3:10])[CH3:7]. The yield is 0.500. (8) The reactants are C(Cl)(=O)C(Cl)=O.CS(C)=O.[CH3:11][O:12][C:13]([N:15]1[CH2:20][CH2:19][CH:18]([CH2:21][OH:22])[CH2:17][CH2:16]1)=[O:14].C(N(CC)CC)C. The catalyst is ClCCl. The product is [CH3:11][O:12][C:13]([N:15]1[CH2:16][CH2:17][CH:18]([CH:21]=[O:22])[CH2:19][CH2:20]1)=[O:14]. The yield is 0.780.